Dataset: Full USPTO retrosynthesis dataset with 1.9M reactions from patents (1976-2016). Task: Predict the reactants needed to synthesize the given product. (1) Given the product [C:1]([C:11]1[CH:35]=[CH:34][C:14]([CH2:15][N:16]([C:27](=[O:33])[CH2:28][CH2:29][CH2:30][CH2:31][CH3:32])[C:17]2[CH:18]=[C:19]([CH:24]=[CH:25][CH:26]=2)[C:20]([OH:22])=[O:21])=[CH:13][CH:12]=1)#[C:2][CH2:3][CH2:4][CH2:5][CH2:6][CH2:7][CH2:8][CH2:9][CH3:10], predict the reactants needed to synthesize it. The reactants are: [C:1]([C:11]1[CH:35]=[CH:34][C:14]([CH2:15][N:16]([C:27](=[O:33])[CH2:28][CH2:29][CH2:30][CH2:31][CH3:32])[C:17]2[CH:18]=[C:19]([CH:24]=[CH:25][CH:26]=2)[C:20]([O:22]C)=[O:21])=[CH:13][CH:12]=1)#[C:2][CH2:3][CH2:4][CH2:5][CH2:6][CH2:7][CH2:8][CH2:9][CH3:10].[OH-].[Na+]. (2) Given the product [O:1]1[CH2:6][CH2:5][N:4]([C:7]2[N:12]3[N:13]=[CH:14][CH:15]=[C:11]3[N:10]=[C:9]([NH:16][C:28]([C:27]3[CH:26]=[CH:25][C:24]([C:21]4([C:19]([O:18][CH3:17])=[O:20])[CH2:22][CH2:23]4)=[CH:32][CH:31]=3)=[O:29])[CH:8]=2)[CH2:3][CH2:2]1, predict the reactants needed to synthesize it. The reactants are: [O:1]1[CH2:6][CH2:5][N:4]([C:7]2[N:12]3[N:13]=[CH:14][CH:15]=[C:11]3[N:10]=[C:9]([NH2:16])[CH:8]=2)[CH2:3][CH2:2]1.[CH3:17][O:18][C:19]([C:21]1([C:24]2[CH:32]=[CH:31][C:27]([C:28](O)=[O:29])=[CH:26][CH:25]=2)[CH2:23][CH2:22]1)=[O:20].CN(C(ON1N=NC2C=CC=CC1=2)=[N+](C)C)C.[B-](F)(F)(F)F. (3) Given the product [CH:13]([NH:11][C@H:9]1[CH2:10][C@@H:5]([NH:4][C:1](=[O:3])[CH3:2])[C@@H:6]([N:16]2[CH2:20][CH2:19][C@H:18]([NH:21][C:22]3[C:39]4[C:38](=[CH:43][CH:42]=[C:41]([C:44]([F:45])([F:46])[F:47])[CH:40]=4)[N:37]=[CH:36][N:35]=3)[C:17]2=[O:32])[CH2:7][CH2:8]1)([CH3:14])[CH3:15].[C:57]([OH:3])([C:44]([F:47])([F:46])[F:45])=[O:58], predict the reactants needed to synthesize it. The reactants are: [C:1]([NH:4][C@@H:5]1[CH2:10][C@H:9]([N:11]([CH:13]([CH3:15])[CH3:14])C)[CH2:8][CH2:7][C@@H:6]1[N:16]1[CH2:20][CH2:19][C@H:18]([NH:21][C:22](=O)OCC2C=CC=CC=2)[C:17]1=[O:32])(=[O:3])[CH3:2].ClC1[C:43]2[C:38](=[CH:39][CH:40]=[C:41]([C:44]([F:47])([F:46])[F:45])[CH:42]=2)[N:37]=[CH:36][N:35]=1.C(N(C(C)C)CC)(C)C.[CH3:57][OH:58]. (4) Given the product [CH2:8]([C:4]1[CH:3]=[C:2]([C:15]2[CH:16]=[CH:17][C:12]([O:11][CH3:10])=[CH:13][CH:14]=2)[CH:7]=[CH:6][CH:5]=1)[CH3:9], predict the reactants needed to synthesize it. The reactants are: Br[C:2]1[CH:7]=[CH:6][CH:5]=[C:4]([CH2:8][CH3:9])[CH:3]=1.[CH3:10][O:11][C:12]1[CH:17]=[CH:16][C:15](B(O)O)=[CH:14][CH:13]=1.C([O-])([O-])=O.[K+].[K+]. (5) Given the product [CH:28]([OH:30])=[O:29].[Cl:31][C:32]1[CH:33]=[C:34]([N:38]2[C:42]([C:43]3[CH:48]=[CH:47][CH:46]=[C:45]([O:49][CH2:50][CH2:51][CH2:22][N:23]4[CH2:27][CH2:26][CH2:25][CH2:24]4)[CH:44]=3)=[CH:41][C:40]([C:53]([N:55]3[CH2:59][C:58](=[O:60])[NH:57][CH2:56]3)=[O:54])=[N:39]2)[CH:35]=[CH:36][CH:37]=1, predict the reactants needed to synthesize it. The reactants are: ClC1C=C(N2C(C3C=CC=C(OCC[CH2:22][N:23]4[CH2:27][CH2:26][CH2:25][CH2:24]4)C=3)=CC([C:28]([OH:30])=[O:29])=N2)C=CC=1.[Cl:31][C:32]1[CH:33]=[C:34]([N:38]2[C:42]([C:43]3[CH:48]=[CH:47][CH:46]=[C:45]([O:49][CH2:50][CH2:51]O)[CH:44]=3)=[CH:41][C:40]([C:53]([N:55]3[CH2:59][C:58](=[O:60])[NH:57][CH2:56]3)=[O:54])=[N:39]2)[CH:35]=[CH:36][CH:37]=1. (6) The reactants are: Br[C:2]1[CH:7]=[C:6]([CH:8]([CH3:10])[CH3:9])[CH:5]=[CH:4][C:3]=1[N:11]1[CH2:16][CH2:15][O:14][C:13]2[CH:17]=[C:18]([S:21]([N:24](CC3C=CC(OC)=CC=3)[C:25]3[S:26][CH:27]=[CH:28][N:29]=3)(=[O:23])=[O:22])[CH:19]=[CH:20][C:12]1=2.[CH3:39][N:40](C=O)C. Given the product [C:39]([C:2]1[CH:7]=[C:6]([CH:8]([CH3:10])[CH3:9])[CH:5]=[CH:4][C:3]=1[N:11]1[CH2:16][CH2:15][O:14][C:13]2[CH:17]=[C:18]([S:21]([NH:24][C:25]3[S:26][CH:27]=[CH:28][N:29]=3)(=[O:23])=[O:22])[CH:19]=[CH:20][C:12]1=2)#[N:40], predict the reactants needed to synthesize it. (7) Given the product [Cl:23][C:13]1[CH:14]=[C:15]([CH2:18][C:19]([OH:21])=[O:20])[CH:16]=[CH:17][C:12]=1[O:11][C:10]1[C:2]([NH:1][S:33]([C:27]2[CH:28]=[CH:29][C:30]([Cl:32])=[CH:31][C:26]=2[Cl:25])(=[O:35])=[O:34])=[C:3]2[C:7](=[CH:8][CH:9]=1)[NH:6][C:5](=[O:24])[CH2:4]2, predict the reactants needed to synthesize it. The reactants are: [NH2:1][C:2]1[C:10]([O:11][C:12]2[CH:17]=[CH:16][C:15]([CH2:18][C:19]([O:21]C)=[O:20])=[CH:14][C:13]=2[Cl:23])=[CH:9][CH:8]=[C:7]2[C:3]=1[CH2:4][C:5](=[O:24])[NH:6]2.[Cl:25][C:26]1[CH:31]=[C:30]([Cl:32])[CH:29]=[CH:28][C:27]=1[S:33](Cl)(=[O:35])=[O:34]. (8) The reactants are: Cl.[F:2][C:3]([F:12])([F:11])[CH2:4][CH2:5][O:6][CH:7]1[CH2:10][NH:9][CH2:8]1.CCN=C=NCCCN(C)C.C1C=CC2N(O)N=NC=2C=1.C(N(C(C)C)CC)(C)C.Cl.[O:44]=[C:45]1[NH:54][C:53]2[N:52]=[CH:51][C:50](/[CH:55]=[CH:56]/[C:57](O)=[O:58])=[CH:49][C:48]=2[CH2:47][CH2:46]1. Given the product [O:58]=[C:57]([N:9]1[CH2:10][CH:7]([O:6][CH2:5][CH2:4][C:3]([F:2])([F:11])[F:12])[CH2:8]1)/[CH:56]=[CH:55]/[C:50]1[CH:49]=[C:48]2[C:53](=[N:52][CH:51]=1)[NH:54][C:45](=[O:44])[CH2:46][CH2:47]2, predict the reactants needed to synthesize it. (9) Given the product [C:26]([C:17]1([NH:16][C:2]2[C:11]([C:12]([OH:14])=[O:13])=[CH:10][C:9]3[C:4](=[CH:5][CH:6]=[C:7]([Cl:15])[CH:8]=3)[N:3]=2)[C:25]2[C:20](=[CH:21][CH:22]=[CH:23][CH:24]=2)[CH2:19][CH2:18]1)([OH:28])=[O:27], predict the reactants needed to synthesize it. The reactants are: Cl[C:2]1[C:11]([C:12]([OH:14])=[O:13])=[CH:10][C:9]2[C:4](=[CH:5][CH:6]=[C:7]([Cl:15])[CH:8]=2)[N:3]=1.[NH2:16][C:17]1([C:26]([OH:28])=[O:27])[C:25]2[C:20](=[CH:21][CH:22]=[CH:23][CH:24]=2)[CH2:19][CH2:18]1. (10) Given the product [Cl:1][C:2]1[CH:27]=[CH:26][C:5]([CH2:6][N:7]2[C:15]3[C:10](=[CH:11][C:12]([N:16]([CH3:24])[C:17](=[O:23])[O:18][C:19]([CH3:21])([CH3:22])[CH3:20])=[CH:13][CH:14]=3)[C:9]([C:45](=[O:57])[C:46]([NH:48][C:49]3[CH:54]=[CH:53][N:52]=[C:51]([O:55][CH3:56])[CH:50]=3)=[O:47])=[C:8]2[CH3:25])=[CH:4][CH:3]=1, predict the reactants needed to synthesize it. The reactants are: [Cl:1][C:2]1[CH:27]=[CH:26][C:5]([CH2:6][N:7]2[C:15]3[C:10](=[CH:11][C:12]([N:16]([CH3:24])[C:17](=[O:23])[O:18][C:19]([CH3:22])([CH3:21])[CH3:20])=[CH:13][CH:14]=3)[CH:9]=[C:8]2[CH3:25])=[CH:4][CH:3]=1.ClC1C=CC(CN2C3C(=CC(NC)=CC=3)C([C:45](=[O:57])[C:46]([NH:48][C:49]3[CH:54]=[CH:53][N:52]=[C:51]([O:55][CH3:56])[CH:50]=3)=[O:47])=C2C)=CC=1.